From a dataset of Reaction yield outcomes from USPTO patents with 853,638 reactions. Predict the reaction yield, written as a fraction of the theoretical maximum amount of product (1.0 means a 100% yield; for example, 0.34 means a 34% yield). (1) The reactants are [OH:1][C:2]1[CH:7]=[C:6]([C:8]([F:11])([F:10])[F:9])[CH:5]=[CH:4][C:3]=1[C:12]1[N:17]=[CH:16][N:15]=[C:14]([O:18][C:19]2[C:24]3[N:25]=[C:26]([NH:28][C:29](=[O:31])[CH3:30])[S:27][C:23]=3[CH:22]=[CH:21][CH:20]=2)[CH:13]=1.C(=O)([O-])[O-].[K+].[K+].[CH2:38](Br)[C:39]1[CH:44]=[CH:43][CH:42]=[CH:41][CH:40]=1. The catalyst is CC(C)=O. The product is [CH2:38]([O:1][C:2]1[CH:7]=[C:6]([C:8]([F:11])([F:9])[F:10])[CH:5]=[CH:4][C:3]=1[C:12]1[N:17]=[CH:16][N:15]=[C:14]([O:18][C:19]2[C:24]3[N:25]=[C:26]([NH:28][C:29](=[O:31])[CH3:30])[S:27][C:23]=3[CH:22]=[CH:21][CH:20]=2)[CH:13]=1)[C:39]1[CH:44]=[CH:43][CH:42]=[CH:41][CH:40]=1. The yield is 0.130. (2) The reactants are [CH3:1][C:2]1[C:6]([CH2:7][N:8]2[CH:12]=[C:11]([N+:13]([O-])=O)[CH:10]=[N:9]2)=[C:5]([CH3:16])[O:4][N:3]=1.[CH3:17][C:18]([O:21][C:22](O[C:22]([O:21][C:18]([CH3:20])([CH3:19])[CH3:17])=[O:23])=[O:23])([CH3:20])[CH3:19].[H][H]. The catalyst is CO.CCO.C1COCC1.[Pd]. The product is [CH3:1][C:2]1[C:6]([CH2:7][N:8]2[CH:12]=[C:11]([NH:13][C:22](=[O:23])[O:21][C:18]([CH3:20])([CH3:19])[CH3:17])[CH:10]=[N:9]2)=[C:5]([CH3:16])[O:4][N:3]=1. The yield is 0.800. (3) The reactants are Br[C:2]1[C:7](=[O:8])[CH:6]=[CH:5][N:4]([C:9]2[CH:14]=[CH:13][CH:12]=[C:11]([C:15]([F:18])([F:17])[F:16])[CH:10]=2)[N:3]=1.[CH3:19][Si:20]([C:23]#[CH:24])([CH3:22])[CH3:21].CCN(CC)CC. The catalyst is [Cl-].[Na+].O.[Cu]I.Cl[Pd](Cl)([P](C1C=CC=CC=1)(C1C=CC=CC=1)C1C=CC=CC=1)[P](C1C=CC=CC=1)(C1C=CC=CC=1)C1C=CC=CC=1.C1C=CC(P(C2C=CC=CC=2)C2C=CC=CC=2)=CC=1. The product is [F:16][C:15]([F:18])([F:17])[C:11]1[CH:10]=[C:9]([N:4]2[CH:5]=[CH:6][C:7](=[O:8])[C:2]([C:24]#[C:23][Si:20]([CH3:22])([CH3:21])[CH3:19])=[N:3]2)[CH:14]=[CH:13][CH:12]=1. The yield is 0.280. (4) The reactants are Cl.O1CCOCC1.[S:8]1[C:12]2[CH:13]=[C:14]([N:17]3[CH2:21][CH2:20][N:19]([C:22]4[CH:23]=[C:24]5[N:30]=[CH:29][N:28](OCC[Si](C)(C)C)[C:25]5=[N:26][CH:27]=4)[C:18]3=[O:38])[CH:15]=[CH:16][C:11]=2[N:10]=[CH:9]1.CO. The catalyst is C(Cl)Cl. The product is [S:8]1[C:12]2[CH:13]=[C:14]([N:17]3[CH2:21][CH2:20][N:19]([C:22]4[CH:23]=[C:24]5[N:30]=[CH:29][NH:28][C:25]5=[N:26][CH:27]=4)[C:18]3=[O:38])[CH:15]=[CH:16][C:11]=2[N:10]=[CH:9]1. The yield is 0.254. (5) The reactants are [N+:1]([C:4]1[CH:12]=[C:11]2[C:7]([C:8]([CH2:13][C:14]#[N:15])=[CH:9][NH:10]2)=[CH:6][CH:5]=1)([O-:3])=[O:2].[CH3:16][C:17]([O:20][C:21](O[C:21]([O:20][C:17]([CH3:19])([CH3:18])[CH3:16])=[O:22])=[O:22])([CH3:19])[CH3:18].CCN(CC)CC. The catalyst is C1COCC1. The product is [C:17]([O:20][C:21](=[O:22])[NH:15][CH2:14][CH2:13][C:8]1[C:7]2[C:11](=[CH:12][C:4]([N+:1]([O-:3])=[O:2])=[CH:5][CH:6]=2)[NH:10][CH:9]=1)([CH3:19])([CH3:18])[CH3:16]. The yield is 0.380. (6) The reactants are [Br:1][C:2]1[CH:3]=[C:4]([S:9](Cl)(=[O:11])=[O:10])[CH:5]=[CH:6][C:7]=1[F:8].[NH:13]1[C:21]2[C:16](=[CH:17][CH:18]=[CH:19][CH:20]=2)[CH2:15][CH2:14]1.C(N(CC)C(C)C)(C)C. The catalyst is O1CCCC1. The product is [Br:1][C:2]1[CH:3]=[C:4]([S:9]([N:13]2[C:21]3[C:16](=[CH:17][CH:18]=[CH:19][CH:20]=3)[CH2:15][CH2:14]2)(=[O:11])=[O:10])[CH:5]=[CH:6][C:7]=1[F:8]. The yield is 0.670. (7) The reactants are C(C(N1CCNCC1)CC)C.[CH3:12][O:13][C:14]1[CH:15]=[C:16]([CH:21]=[CH:22][C:23]=1[O:24][CH3:25])[O:17][CH2:18][CH2:19][OH:20].[ClH:26].[N+](C1C=CC([O:36][C:37]([N:39]2[CH2:44][CH2:43][N:42]([CH:45]([CH2:48][CH3:49])[CH2:46][CH3:47])[CH2:41][CH2:40]2)=O)=CC=1)([O-])=O. No catalyst specified. The product is [ClH:26].[CH3:12][O:13][C:14]1[CH:15]=[C:16]([CH:21]=[CH:22][C:23]=1[O:24][CH3:25])[O:17][CH2:18][CH2:19][O:20][C:37]([N:39]1[CH2:44][CH2:43][N:42]([CH:45]([CH2:48][CH3:49])[CH2:46][CH3:47])[CH2:41][CH2:40]1)=[O:36]. The yield is 0.380. (8) The reactants are [F:1][C:2]1[CH:7]=[CH:6][C:5]([CH2:8][C:9]2[NH:10][C:11]([C:24]3[CH:29]=[CH:28][CH:27]=[C:26]([CH3:30])[N:25]=3)=[C:12]([C:14]3[CH:15]=[C:16]4[C:21](=[CH:22][CH:23]=3)[N:20]=[CH:19][CH:18]=[CH:17]4)[N:13]=2)=[CH:4][C:3]=1[OH:31].Br[CH2:33][CH2:34][NH:35][C:36](=[O:42])[O:37][C:38]([CH3:41])([CH3:40])[CH3:39].C([O-])([O-])=O.[K+].[K+]. The catalyst is CC(C)=O.O. The product is [F:1][C:2]1[CH:7]=[CH:6][C:5]([CH2:8][C:9]2[NH:10][C:11]([C:24]3[CH:29]=[CH:28][CH:27]=[C:26]([CH3:30])[N:25]=3)=[C:12]([C:14]3[CH:15]=[C:16]4[C:21](=[CH:22][CH:23]=3)[N:20]=[CH:19][CH:18]=[CH:17]4)[N:13]=2)=[CH:4][C:3]=1[O:31][CH2:33][CH2:34][NH:35][C:36](=[O:42])[O:37][C:38]([CH3:41])([CH3:40])[CH3:39]. The yield is 0.910. (9) The reactants are Cl[C:2]1[C:11]2[C:6](=[CH:7][CH:8]=[C:9]([CH3:12])[CH:10]=2)[N:5]([CH3:13])[C:4](=[O:14])[C:3]=1[C:15]#[N:16].[NH:17]1[CH2:22][CH2:21][NH:20][CH2:19][CH2:18]1. The catalyst is ClCCl. The product is [CH3:13][N:5]1[C:6]2[C:11](=[CH:10][C:9]([CH3:12])=[CH:8][CH:7]=2)[C:2]([N:17]2[CH2:22][CH2:21][NH:20][CH2:19][CH2:18]2)=[C:3]([C:15]#[N:16])[C:4]1=[O:14]. The yield is 0.880. (10) The reactants are [Cl:1][S:2]([OH:5])(=O)=[O:3].[CH3:6][O:7][C:8]1[CH:9]=[C:10]([CH:12]=[C:13]([O:17][CH3:18])[C:14]=1[O:15][CH3:16])[NH2:11]. The catalyst is C(Cl)(Cl)Cl. The product is [CH3:18][O:17][C:13]1[CH:12]=[C:10]([NH:11][S:2]([Cl:1])(=[O:5])=[O:3])[CH:9]=[C:8]([O:7][CH3:6])[C:14]=1[O:15][CH3:16]. The yield is 0.0500.